From a dataset of Reaction yield outcomes from USPTO patents with 853,638 reactions. Predict the reaction yield, written as a fraction of the theoretical maximum amount of product (1.0 means a 100% yield; for example, 0.34 means a 34% yield). (1) The reactants are Cl[C:2]1[N:7]=[C:6]([CH3:8])[CH:5]=[CH:4][N:3]=1.[CH3:9][N:10](C=O)C. The catalyst is CCOC(C)=O.[C-]#N.[Zn+2].[C-]#N.C1C=CC([P]([Pd]([P](C2C=CC=CC=2)(C2C=CC=CC=2)C2C=CC=CC=2)([P](C2C=CC=CC=2)(C2C=CC=CC=2)C2C=CC=CC=2)[P](C2C=CC=CC=2)(C2C=CC=CC=2)C2C=CC=CC=2)(C2C=CC=CC=2)C2C=CC=CC=2)=CC=1. The product is [CH3:8][C:6]1[CH:5]=[CH:4][N:3]=[C:2]([C:9]#[N:10])[N:7]=1. The yield is 0.560. (2) The reactants are O.P([O-])([O-])([O-])=O.[K+].[K+].[K+].[CH3:10][C:11]1[CH:16]=[C:15](B(O)O)[CH:14]=[CH:13][N:12]=1.Br[C:21]1[CH:28]=[CH:27][C:26]([N+:29]([O-:31])=[O:30])=[CH:25][C:22]=1[C:23]#[N:24].C([O-])([O-])=O.[Na+].[Na+]. The catalyst is O1CCOCC1.O.CCOC(C)=O. The product is [CH3:10][C:11]1[CH:16]=[C:15]([C:21]2[CH:28]=[CH:27][C:26]([N+:29]([O-:31])=[O:30])=[CH:25][C:22]=2[C:23]#[N:24])[CH:14]=[CH:13][N:12]=1. The yield is 0.640. (3) The reactants are Cl.[N:2]1([C:8]2([C:11]([OH:13])=O)[CH2:10][CH2:9]2)[CH2:7][CH2:6][O:5][CH2:4][CH2:3]1.CN(C=O)C.C(Cl)(=O)C(Cl)=O.[NH2:25][C:26]1[CH:27]=[C:28]([CH:33]=[CH:34][C:35]=1[F:36])[C:29]([O:31][CH3:32])=[O:30].C(N(CC)CC)C. The catalyst is ClCCl.C1COCC1. The product is [F:36][C:35]1[CH:34]=[CH:33][C:28]([C:29]([O:31][CH3:32])=[O:30])=[CH:27][C:26]=1[NH:25][C:11]([C:8]1([N:2]2[CH2:3][CH2:4][O:5][CH2:6][CH2:7]2)[CH2:9][CH2:10]1)=[O:13]. The yield is 0.800. (4) The reactants are [N+:1]([C:4]1[CH:5]=[C:6]2[C:11](=[CH:12][CH:13]=1)[NH:10][C:9](=[O:14])[CH2:8][CH2:7]2)([O-:3])=[O:2].Cl.Cl[CH2:17][CH2:18][N:19]([CH2:22][CH3:23])[CH2:20][CH3:21].C(=O)([O-])[O-].[K+].[K+].O. The catalyst is CN(C=O)C. The product is [CH2:18]([N:19]([CH2:22][CH3:23])[CH2:20][CH2:21][N:10]1[C:11]2[C:6](=[CH:5][C:4]([N+:1]([O-:3])=[O:2])=[CH:13][CH:12]=2)[CH2:7][CH2:8][C:9]1=[O:14])[CH3:17]. The yield is 0.965. (5) The reactants are [F:1][CH:2]([F:22])[CH2:3][CH2:4][O:5][C:6]1[CH:7]=[C:8]([CH:19]=[CH:20][CH:21]=1)[C:9]([C:11]1[C:12]([C:17]#[N:18])=[N:13][CH:14]=[CH:15][CH:16]=1)=O.[CH3:23][C:24]([S:27]([NH2:29])=[O:28])([CH3:26])[CH3:25].CO.C(=O)(O)[O-].[Na+]. The catalyst is C1COCC1.[O-]CC.[Ti+4].[O-]CC.[O-]CC.[O-]CC.C(OCC)(=O)C. The product is [C:17]([C:12]1[C:11]([C:9]([C:8]2[CH:19]=[CH:20][CH:21]=[C:6]([O:5][CH2:4][CH2:3][CH:2]([F:22])[F:1])[CH:7]=2)=[N:29][S:27]([C:24]([CH3:26])([CH3:25])[CH3:23])=[O:28])=[CH:16][CH:15]=[CH:14][N:13]=1)#[N:18]. The yield is 0.600. (6) The reactants are Br[C:2]1[C:3]([N:22]2[CH2:27][CH2:26][CH:25]([C:28]([F:31])([F:30])[F:29])[CH2:24][CH2:23]2)=[C:4]([C@H:10]([O:17][C:18]([CH3:21])([CH3:20])[CH3:19])[C:11]([O:13][CH:14]([CH3:16])[CH3:15])=[O:12])[C:5]([CH3:9])=[N:6][C:7]=1[CH3:8].[F:32][C:33]1[CH:58]=[CH:57][C:36]([CH2:37][CH2:38][O:39][C:40]2[CH:45]=[CH:44][C:43](B3OC(=O)CN(C)CC(=O)O3)=[CH:42][CH:41]=2)=[CH:35][CH:34]=1.C1(P(C2CCCCC2)C2C=CC=CC=2C2C(OC)=CC=CC=2OC)CCCCC1.[O-]P([O-])([O-])=O.[K+].[K+].[K+]. The catalyst is O1CCOCC1.O.CCOC(C)=O.C([O-])(=O)C.[Pd+2].C([O-])(=O)C. The product is [C:18]([O:17][C@@H:10]([C:4]1[C:5]([CH3:9])=[N:6][C:7]([CH3:8])=[C:2]([C:43]2[CH:42]=[CH:41][C:40]([O:39][CH2:38][CH2:37][C:36]3[CH:35]=[CH:34][C:33]([F:32])=[CH:58][CH:57]=3)=[CH:45][CH:44]=2)[C:3]=1[N:22]1[CH2:27][CH2:26][CH:25]([C:28]([F:30])([F:31])[F:29])[CH2:24][CH2:23]1)[C:11]([O:13][CH:14]([CH3:15])[CH3:16])=[O:12])([CH3:19])([CH3:20])[CH3:21]. The yield is 0.820. (7) The reactants are Br[C:2]1[N:7]=[N:6][C:5]([NH2:8])=[N:4][CH:3]=1.[F:9][C:10]1[CH:17]=[C:16](B2OC(C)(C)C(C)(C)O2)[CH:15]=[CH:14][C:11]=1[C:12]#[N:13].C(=O)([O-])[O-].[K+].[K+].ClCCl.[OH-].[Na+]. The catalyst is O1CCOCC1.O. The product is [NH2:8][C:5]1[N:6]=[N:7][C:2]([C:16]2[CH:15]=[CH:14][C:11]([C:12]#[N:13])=[C:10]([F:9])[CH:17]=2)=[CH:3][N:4]=1. The yield is 0.823.